Dataset: Full USPTO retrosynthesis dataset with 1.9M reactions from patents (1976-2016). Task: Predict the reactants needed to synthesize the given product. (1) Given the product [NH2:1][C@H:2]([C:4]([OH:6])=[O:5])[CH2:3][C:48]1[C:49]2[C:54](=[CH:53][CH:52]=[CH:51][CH:50]=2)[NH:46][CH:47]=1, predict the reactants needed to synthesize it. The reactants are: [NH2:1][C@H:2]([C:4]([OH:6])=[O:5])[CH3:3].NC(C(O)=O)(C)C.N[C@H](C(O)=O)CCCCN.N[C@H](C(O)=O)CCCNC(N)=O.N[C@H](C(O)=O)CCC(=O)N.[NH2:46][C@H:47](C(O)=O)[CH2:48][C:49]1[CH:54]=[CH:53][CH:52]=[CH:51][CH:50]=1. (2) Given the product [Cl:21][C:5]1[C:4](=[O:13])[NH:3][C:2]([CH3:1])=[C:7]([C:8]([O:10][CH2:11][CH3:12])=[O:9])[CH:6]=1, predict the reactants needed to synthesize it. The reactants are: [CH3:1][C:2]1[NH:3][C:4](=[O:13])[CH:5]=[CH:6][C:7]=1[C:8]([O:10][CH2:11][CH3:12])=[O:9].C1C(=O)N([Cl:21])C(=O)C1. (3) Given the product [O:42]1[C:21]2[CH:20]=[C:19]([CH2:18][CH2:17][N:16]([C@H:25]3[CH2:26][CH2:27][C@H:28]([CH3:31])[CH2:29][CH2:30]3)[C:14](=[O:15])[NH:13][C:11]3[S:12][C:8]([S:7][C:2]([CH3:1])([CH3:6])[C:3]([OH:5])=[O:4])=[CH:9][N:10]=3)[CH:24]=[CH:23][C:22]=2[CH2:40][CH2:41]1, predict the reactants needed to synthesize it. The reactants are: [CH3:1][C:2]([S:7][C:8]1[S:12][C:11]([NH:13][C:14]([N:16]([C@H:25]2[CH2:30][CH2:29][C@H:28]([CH3:31])[CH2:27][CH2:26]2)[CH2:17][CH2:18][C:19]2[CH:24]=[CH:23][CH:22]=[CH:21][CH:20]=2)=[O:15])=[N:10][CH:9]=1)([CH3:6])[C:3]([OH:5])=[O:4].BrCCC1C=CC2[O:42][CH2:41][CH2:40]C=2C=1.C(OC(=O)C(SC1SC(N)=NC=1)(C)C)C. (4) The reactants are: P(Br)(Br)[Br:2].CN(C=O)C.[CH2:10]([O:12][C:13]([C:15]1[CH:20]=[C:19]([C:21]2[O:22][CH:23]=[CH:24][CH:25]=2)[CH:18]=[C:17]([CH2:26]O)[N:16]=1)=[O:14])[CH3:11].C([O-])(O)=O.[Na+]. Given the product [CH2:10]([O:12][C:13]([C:15]1[CH:20]=[C:19]([C:21]2[O:22][CH:23]=[CH:24][CH:25]=2)[CH:18]=[C:17]([CH2:26][Br:2])[N:16]=1)=[O:14])[CH3:11], predict the reactants needed to synthesize it. (5) Given the product [CH3:2][O:3][C:4]1[CH:13]=[C:12]2[C:7]([CH:8]=[C:9]([C:14]([OH:16])=[O:15])[CH:10]=[N:11]2)=[CH:6][CH:5]=1, predict the reactants needed to synthesize it. The reactants are: Cl.[CH3:2][O:3][C:4]1[CH:13]=[C:12]2[C:7]([CH:8]=[C:9]([C:14]([O:16]CC)=[O:15])[CH:10]=[N:11]2)=[CH:6][CH:5]=1.[OH-].[Na+]. (6) Given the product [F:1][C:2]1[N:10]=[C:9]2[C:5]([N:6]=[CH:7][N:8]2[CH:27]([CH3:29])[CH3:28])=[C:4]([NH:11][CH2:12][C:13]2[CH:18]=[CH:17][CH:16]=[C:15]([CH3:19])[N:14]=2)[N:3]=1, predict the reactants needed to synthesize it. The reactants are: [F:1][C:2]1[N:10]=[C:9]2[C:5]([N:6]=[CH:7][NH:8]2)=[C:4]([NH:11][CH2:12][C:13]2[CH:18]=[CH:17][CH:16]=[C:15]([CH3:19])[N:14]=2)[N:3]=1.C([O-])([O-])=O.[K+].[K+].Br[CH:27]([CH3:29])[CH3:28].C(Cl)Cl.CCOCC.CO. (7) Given the product [Br:1][C:10]1[CH:11]=[CH:12][C:7]([S:6][CH:3]2[CH2:5][CH2:4]2)=[C:8]([CH3:13])[CH:9]=1, predict the reactants needed to synthesize it. The reactants are: [Br:1]Br.[CH:3]1([S:6][C:7]2[CH:12]=[CH:11][CH:10]=[CH:9][C:8]=2[CH3:13])[CH2:5][CH2:4]1.S([O-])([O-])(=O)=S.[Na+].[Na+]. (8) Given the product [F:40][C:17]([F:16])([F:41])[C@H:18]([N:27]1[CH2:31][CH2:30][C@H:29]([NH:32][C:33](=[O:39])[O:34][C:35]([CH3:37])([CH3:38])[CH3:36])[CH2:28]1)[C:19]1[CH:20]=[N:21][C:22]([NH:25]/[N:26]=[CH:14]/[C:7]2[CH:6]=[CH:5][C:4]3[C:9](=[CH:10][C:11]([O:12][CH3:13])=[C:2]([F:1])[CH:3]=3)[N:8]=2)=[CH:23][CH:24]=1, predict the reactants needed to synthesize it. The reactants are: [F:1][C:2]1[CH:3]=[C:4]2[C:9](=[CH:10][C:11]=1[O:12][CH3:13])[N:8]=[C:7]([CH:14]=O)[CH:6]=[CH:5]2.[F:16][C:17]([F:41])([F:40])[C@H:18]([N:27]1[CH2:31][CH2:30][C@H:29]([NH:32][C:33](=[O:39])[O:34][C:35]([CH3:38])([CH3:37])[CH3:36])[CH2:28]1)[C:19]1[CH:20]=[N:21][C:22]([NH:25][NH2:26])=[CH:23][CH:24]=1.